Dataset: Peptide-MHC class II binding affinity with 134,281 pairs from IEDB. Task: Regression. Given a peptide amino acid sequence and an MHC pseudo amino acid sequence, predict their binding affinity value. This is MHC class II binding data. (1) The peptide sequence is YWFAPGAGAAPLSWS. The MHC is DRB1_0101 with pseudo-sequence DRB1_0101. The binding affinity (normalized) is 0.823. (2) The MHC is H-2-IEk with pseudo-sequence H-2-IEk. The peptide sequence is YPKYVKQNTLKLAT. The binding affinity (normalized) is 0.566.